Dataset: Catalyst prediction with 721,799 reactions and 888 catalyst types from USPTO. Task: Predict which catalyst facilitates the given reaction. Reactant: [CH2:1]([O:8][C:9]1[CH:14]=[CH:13][C:12]([C:15]([CH3:18])([CH3:17])[CH3:16])=[CH:11][C:10]=1[C:19]([CH3:23])([CH3:22])[CH:20]=[O:21])[C:2]1[CH:7]=[CH:6][CH:5]=[CH:4][CH:3]=1.[BH4-].[Na+].Cl. Product: [CH2:1]([O:8][C:9]1[CH:14]=[CH:13][C:12]([C:15]([CH3:18])([CH3:16])[CH3:17])=[CH:11][C:10]=1[C:19]([CH3:23])([CH3:22])[CH2:20][OH:21])[C:2]1[CH:3]=[CH:4][CH:5]=[CH:6][CH:7]=1. The catalyst class is: 5.